Dataset: Full USPTO retrosynthesis dataset with 1.9M reactions from patents (1976-2016). Task: Predict the reactants needed to synthesize the given product. (1) Given the product [NH2:1][C@H:2]1[CH2:7][CH2:6][CH2:5][CH2:4][C@H:3]1[NH:8][C:9]1[CH:16]=[CH:15][C:12]([C:13]([NH2:14])=[O:26])=[C:11]([NH:17][C:18]2[CH:23]=[C:22]([CH3:24])[CH:21]=[C:20]([CH3:25])[N:19]=2)[CH:10]=1, predict the reactants needed to synthesize it. The reactants are: [NH2:1][C@H:2]1[CH2:7][CH2:6][CH2:5][CH2:4][C@H:3]1[NH:8][C:9]1[CH:16]=[CH:15][C:12]([C:13]#[N:14])=[C:11]([NH:17][C:18]2[CH:23]=[C:22]([CH3:24])[CH:21]=[C:20]([CH3:25])[N:19]=2)[CH:10]=1.[OH-:26].[Na+].OO. (2) Given the product [OH:12][CH2:11][C:9]1[CH:8]=[CH:7][C:6]2[N:2]([CH3:1])[CH:3]=[N:4][C:5]=2[CH:10]=1, predict the reactants needed to synthesize it. The reactants are: [CH3:1][N:2]1[C:6]2[CH:7]=[CH:8][C:9]([C:11](OC)=[O:12])=[CH:10][C:5]=2[N:4]=[CH:3]1.[H-].[H-].[H-].[H-].[Li+].[Al+3].[OH-].[Na+].